This data is from Forward reaction prediction with 1.9M reactions from USPTO patents (1976-2016). The task is: Predict the product of the given reaction. Given the reactants C([O:3][C:4](=[O:26])[C:5]1[CH:10]=[CH:9][CH:8]=[C:7]([C:11]2[N:12]=[C:13]([NH2:25])[C:14]3[N:15]([N:17]=[C:18]([C:20]4[O:21][CH:22]=[CH:23][CH:24]=4)[N:19]=3)[CH:16]=2)[CH:6]=1)C.[Li+].[OH-], predict the reaction product. The product is: [NH2:25][C:13]1[C:14]2[N:15]([N:17]=[C:18]([C:20]3[O:21][CH:22]=[CH:23][CH:24]=3)[N:19]=2)[CH:16]=[C:11]([C:7]2[CH:6]=[C:5]([CH:10]=[CH:9][CH:8]=2)[C:4]([OH:26])=[O:3])[N:12]=1.